From a dataset of Full USPTO retrosynthesis dataset with 1.9M reactions from patents (1976-2016). Predict the reactants needed to synthesize the given product. (1) Given the product [Br:1][C:2]1[CH:7]=[C:6]([F:8])[CH:5]=[CH:4][C:3]=1[CH2:9][C:10]1[S:57][C:13]([C:15]2[CH:46]=[C:18]3[N:19]=[C:20]([CH3:45])[C:21]([C@H:34]([O:40][C:41]([CH3:44])([CH3:43])[CH3:42])[C:35]([O:37][CH2:38][CH3:39])=[O:36])=[C:22]([N:23]4[CH2:28][CH2:27][C:26]([CH2:30][CH2:31][CH:32]=[CH2:33])([CH3:29])[CH2:25][CH2:24]4)[N:17]3[N:16]=2)=[N:12][CH:11]=1, predict the reactants needed to synthesize it. The reactants are: [Br:1][C:2]1[CH:7]=[C:6]([F:8])[CH:5]=[CH:4][C:3]=1[CH2:9][C:10](=O)[CH2:11][NH:12][C:13]([C:15]1[CH:46]=[C:18]2[N:19]=[C:20]([CH3:45])[C:21]([C@H:34]([O:40][C:41]([CH3:44])([CH3:43])[CH3:42])[C:35]([O:37][CH2:38][CH3:39])=[O:36])=[C:22]([N:23]3[CH2:28][CH2:27][C:26]([CH2:30][CH2:31][CH:32]=[CH2:33])([CH3:29])[CH2:25][CH2:24]3)[N:17]2[N:16]=1)=O.COC1C=CC(P2(SP(C3C=CC(OC)=CC=3)(=S)S2)=[S:57])=CC=1. (2) Given the product [CH3:22][N:13]1[C:14]2[C:18](=[N:17][N:16]([CH3:21])[N:15]=2)[C:19](=[O:20])[N:10]([CH2:9][CH2:8][CH2:7][CH2:6][C@H:5]([OH:4])[CH3:23])[C:11]1=[O:12], predict the reactants needed to synthesize it. The reactants are: C([O:4][C@H:5]([CH3:23])[CH2:6][CH2:7][CH2:8][CH2:9][N:10]1[C:19](=[O:20])[C:18]2[C:14](=[N:15][N:16]([CH3:21])[N:17]=2)[N:13]([CH3:22])[C:11]1=[O:12])(=O)C.Cl.C(OCC)C. (3) Given the product [NH2:17][C:18]1[CH:27]=[C:26]2[C:21]([CH:22]=[C:23]([C:31]3[C:32]([CH3:45])=[CH:33][C:34]([F:44])=[C:35]([NH:37][C:38]([NH:6][C:5]4[CH:7]=[CH:8][C:2]([F:1])=[C:3]([CH2:9][N:10]5[CH2:15][CH2:14][N:13]([CH3:16])[CH2:12][CH2:11]5)[CH:4]=4)=[O:39])[CH:36]=3)[C:24](=[O:30])[N:25]2[CH2:28][CH3:29])=[CH:20][N:19]=1, predict the reactants needed to synthesize it. The reactants are: [F:1][C:2]1[CH:8]=[CH:7][C:5]([NH2:6])=[CH:4][C:3]=1[CH2:9][N:10]1[CH2:15][CH2:14][N:13]([CH3:16])[CH2:12][CH2:11]1.[NH2:17][C:18]1[CH:27]=[C:26]2[C:21]([CH:22]=[C:23]([C:31]3[C:32]([CH3:45])=[CH:33][C:34]([F:44])=[C:35]([NH:37][C:38](=O)[O:39]C(C)=C)[CH:36]=3)[C:24](=[O:30])[N:25]2[CH2:28][CH3:29])=[CH:20][N:19]=1. (4) Given the product [F:18][C:19]1[CH:24]=[CH:23][CH:22]=[CH:21][C:20]=1[C:2]1[C:7]([N+:8]([O-:10])=[O:9])=[CH:6][CH:5]=[C:4]([N:11]2[CH2:16][CH2:15][N:14]([CH3:17])[CH2:13][CH2:12]2)[CH:3]=1, predict the reactants needed to synthesize it. The reactants are: Br[C:2]1[CH:3]=[C:4]([N:11]2[CH2:16][CH2:15][N:14]([CH3:17])[CH2:13][CH2:12]2)[CH:5]=[CH:6][C:7]=1[N+:8]([O-:10])=[O:9].[F:18][C:19]1[CH:24]=[CH:23][CH:22]=[CH:21][C:20]=1B(O)O.C([O-])([O-])=O.[Na+].[Na+].C1(P(C2C=CC=CC=2)C2C=CC=CC=2)C=CC=CC=1.